Dataset: Tox21: 12 toxicity assays (nuclear receptors and stress response pathways). Task: Binary classification across 12 toxicity assays. (1) The drug is CCOC(=O)/C=C/C(=O)OCC. It tested positive (active) for: SR-ARE (Antioxidant Response Element (oxidative stress)). (2) The drug is O=C1[C@H]2CCCC[C@H]2C(=O)N1CCCCN1CCN(c2nsc3ccccc23)CC1. It tested positive (active) for: SR-ARE (Antioxidant Response Element (oxidative stress)). (3) It tested positive (active) for: SR-ARE (Antioxidant Response Element (oxidative stress)). The compound is O=[N+]([O-])C(CO)(CO)CO. (4) The drug is CC(C)(C)C(=O)C(Oc1ccc(Cl)cc1)n1ccnc1. It tested positive (active) for: NR-AhR (Aryl hydrocarbon Receptor agonist activity), NR-Aromatase (Aromatase enzyme inhibition), and SR-HSE (Heat Shock Element response). (5) The molecule is N#CC(c1ccc(Cl)cc1)c1c(Cl)cc(-n2ncc(=O)[nH]c2=O)cc1Cl. It tested positive (active) for: SR-MMP (Mitochondrial Membrane Potential disruption), and SR-p53 (p53 tumor suppressor activation). (6) The drug is COc1c(C)c2c(c(O)c1C/C=C(\C)CCC(=O)OCCN1CCOCC1)C(=O)OC2. It tested positive (active) for: NR-ER (Estrogen Receptor agonist activity), SR-ARE (Antioxidant Response Element (oxidative stress)), and SR-p53 (p53 tumor suppressor activation). (7) The drug is COC(=O)[C@]1(C)CCC[C@]2(C)[C@H]3CCC(C(C)C)=CC3=CC[C@@H]12. It tested positive (active) for: NR-AhR (Aryl hydrocarbon Receptor agonist activity), and SR-MMP (Mitochondrial Membrane Potential disruption). (8) The drug is CN(C)NC(=O)CCC(=O)O. It tested positive (active) for: NR-ER (Estrogen Receptor agonist activity).